From a dataset of Forward reaction prediction with 1.9M reactions from USPTO patents (1976-2016). Predict the product of the given reaction. (1) Given the reactants [Cl:1][C:2]1[N:7]=[N:6][C:5]([C:8](OCC)=[O:9])=[C:4]([NH:13][C:14]2[CH:19]=[CH:18][CH:17]=[C:16]([C:20]([OH:23])([CH3:22])[CH3:21])[N:15]=2)[CH:3]=1.[NH3:24], predict the reaction product. The product is: [Cl:1][C:2]1[N:7]=[N:6][C:5]([C:8]([NH2:24])=[O:9])=[C:4]([NH:13][C:14]2[CH:19]=[CH:18][CH:17]=[C:16]([C:20]([OH:23])([CH3:22])[CH3:21])[N:15]=2)[CH:3]=1. (2) The product is: [F:1][C:2]1[CH:20]=[CH:19][C:5]([CH:6]([C:7]2[S:8][C:9]3[N:10]=[C:11]([NH2:18])[N:12]=[C:13]([S:16][CH3:17])[C:14]=3[N:15]=2)[CH3:24])=[CH:4][CH:3]=1. Given the reactants [F:1][C:2]1[CH:20]=[CH:19][C:5]([CH2:6][C:7]2[S:8][C:9]3[N:10]=[C:11]([NH2:18])[N:12]=[C:13]([S:16][CH3:17])[C:14]=3[N:15]=2)=[CH:4][CH:3]=1.[OH-].[Na+].I[CH3:24].O, predict the reaction product. (3) Given the reactants [CH3:1][O:2][C:3]1[CH:12]=[CH:11][CH:10]=[C:9]2[C:4]=1[C:5](=O)[CH:6]=[CH:7][NH:8]2.P(Br)(Br)[Br:15].O.C(=O)(O)[O-].[Na+], predict the reaction product. The product is: [Br:15][C:5]1[C:4]2[C:9](=[CH:10][CH:11]=[CH:12][C:3]=2[O:2][CH3:1])[N:8]=[CH:7][CH:6]=1.